From a dataset of Catalyst prediction with 721,799 reactions and 888 catalyst types from USPTO. Predict which catalyst facilitates the given reaction. (1) Reactant: [CH3:1][C:2]([CH3:21])([CH3:20])[C:3]([C:5]1[C:13]2[C:8](=[CH:9][C:10]([O:14][CH3:15])=[CH:11][CH:12]=2)[N:7]([CH2:16][C:17](O)=[O:18])[N:6]=1)=[O:4].C1C=CC2N(O)N=NC=2C=1.[CH2:32]([NH:36][CH2:37][CH:38]([CH3:40])[CH3:39])[CH:33]([CH3:35])[CH3:34].CCN(C(C)C)C(C)C. Product: [CH3:21][C:2]([CH3:1])([CH3:20])[C:3]([C:5]1[C:13]2[C:8](=[CH:9][C:10]([O:14][CH3:15])=[CH:11][CH:12]=2)[N:7]([CH2:16][C:17]([N:36]([CH2:37][CH:38]([CH3:40])[CH3:39])[CH2:32][CH:33]([CH3:35])[CH3:34])=[O:18])[N:6]=1)=[O:4]. The catalyst class is: 607. (2) Reactant: [Br:1][C:2]1[CH:7]=[CH:6][C:5]([CH3:8])=[CH:4][C:3]=1[O:9][CH2:10][CH:11](OC)OC. Product: [Br:1][C:2]1[C:3]2[O:9][CH:10]=[CH:11][C:4]=2[C:5]([CH3:8])=[CH:6][CH:7]=1. The catalyst class is: 159. (3) Reactant: [CH2:1]([NH:4][C:5]([C:7]1[S:11][C:10]([Br:12])=[N:9][C:8]=1[Br:13])=O)[CH:2]=[CH2:3].P(Cl)(Cl)(Cl)(Cl)Cl.Cl.O1CCOCC1.CO[CH:29](OC)[CH2:30][NH2:31]. Product: [CH2:1]([N:4]1[CH:29]=[CH:30][N:31]=[C:5]1[C:7]1[S:11][C:10]([Br:12])=[N:9][C:8]=1[Br:13])[CH:2]=[CH2:3]. The catalyst class is: 46. (4) Reactant: [Br:1][C:2]1[CH:3]=[CH:4][C:5]([O:12][CH3:13])=[C:6]([S:8](Cl)(=[O:10])=[O:9])[CH:7]=1.CCN(CC)CC.[CH3:21][O:22][NH2:23]. Product: [Br:1][C:2]1[CH:3]=[CH:4][C:5]([O:12][CH3:13])=[C:6]([S:8]([NH:23][O:22][CH3:21])(=[O:10])=[O:9])[CH:7]=1. The catalyst class is: 2. (5) Product: [OH:6][CH:5]1[CH:1]([CH:17]=[CH2:18])[CH2:2][N:3]([C:7]([O:9][CH2:10][C:11]2[CH:16]=[CH:15][CH:14]=[CH:13][CH:12]=2)=[O:8])[CH2:4]1. The catalyst class is: 1. Reactant: [CH:1]12[O:6][CH:5]1[CH2:4][N:3]([C:7]([O:9][CH2:10][C:11]1[CH:16]=[CH:15][CH:14]=[CH:13][CH:12]=1)=[O:8])[CH2:2]2.[CH:17]([Mg]Br)=[CH2:18].CCOC(C)=O. (6) Reactant: [NH2:1][C:2]1[N:6]([C:7]([O:9][C:10]([CH3:13])([CH3:12])[CH3:11])=[O:8])[N:5]=[C:4]([O:14][CH:15]([CH3:17])[CH3:16])[CH:3]=1.[Li+].C[Si]([N-][Si](C)(C)C)(C)C.[F:28][C:29]1[N:36]=[C:35](F)[C:34]([F:38])=[CH:33][C:30]=1[C:31]#[N:32]. Product: [C:31]([C:30]1[CH:33]=[C:34]([F:38])[C:35]([NH:1][C:2]2[N:6]([C:7]([O:9][C:10]([CH3:11])([CH3:12])[CH3:13])=[O:8])[N:5]=[C:4]([O:14][CH:15]([CH3:17])[CH3:16])[CH:3]=2)=[N:36][C:29]=1[F:28])#[N:32]. The catalyst class is: 1. (7) The catalyst class is: 39. Reactant: [F:1][C:2]([F:11])([F:10])[C:3]1[CH:4]=[C:5]([NH2:9])[CH:6]=[CH:7][CH:8]=1.[O:12]1[C:16]2([CH2:21][CH2:20][N:19]([C:22]3[CH:23]=[C:24]([CH:28]=[CH:29][C:30]=3[CH3:31])[C:25](O)=[O:26])[CH2:18][CH2:17]2)[O:15][CH2:14][CH2:13]1.CCN(C(C)C)C(C)C.CN(C(ON1N=NC2C=CC=NC1=2)=[N+](C)C)C.F[P-](F)(F)(F)(F)F. Product: [O:15]1[C:16]2([CH2:21][CH2:20][N:19]([C:22]3[CH:23]=[C:24]([CH:28]=[CH:29][C:30]=3[CH3:31])[C:25]([NH:9][C:5]3[CH:6]=[CH:7][CH:8]=[C:3]([C:2]([F:10])([F:11])[F:1])[CH:4]=3)=[O:26])[CH2:18][CH2:17]2)[O:12][CH2:13][CH2:14]1.